The task is: Predict the product of the given reaction.. This data is from Forward reaction prediction with 1.9M reactions from USPTO patents (1976-2016). (1) Given the reactants C([O:5][P:6]([CH2:18][CH:19]([CH2:27][CH2:28][C:29]([O:31]C(C)(C)C)=[O:30])[C:20]([O:22]C(C)(C)C)=[O:21])([CH2:8][NH:9][C:10]([C:12]1[CH:17]=[CH:16][CH:15]=[CH:14][CH:13]=1)=[O:11])=[O:7])(C)(C)C.FC(F)(F)C(O)=O, predict the reaction product. The product is: [C:12]1([C:10]([NH:9][CH2:8][P:6]([CH2:18][CH:19]([CH2:27][CH2:28][C:29]([OH:31])=[O:30])[C:20]([OH:22])=[O:21])([OH:7])=[O:5])=[O:11])[CH:17]=[CH:16][CH:15]=[CH:14][CH:13]=1. (2) Given the reactants [Br:1][C:2]1[CH:11]=[CH:10][CH:9]=[C:8]2[C:3]=1[CH:4]=[CH:5][N+:6]([O-])=[CH:7]2.P(Cl)(Cl)([Cl:15])=O, predict the reaction product. The product is: [Br:1][C:2]1[CH:11]=[CH:10][CH:9]=[C:8]2[C:3]=1[CH:4]=[CH:5][N:6]=[C:7]2[Cl:15]. (3) The product is: [C:27]([O:31][C:32](=[O:42])[NH:33][CH2:34][CH:35]([NH:41][C:20](=[O:21])[C:19]1[CH:23]=[CH:24][C:25]([CH3:26])=[C:17]([NH:16][C:14]([C:8]2[C:9](=[O:13])[NH:10][C:11]3[C:6]([CH:7]=2)=[CH:5][N:4]=[C:3]([O:2][CH3:1])[CH:12]=3)=[O:15])[CH:18]=1)[C:36]1[CH:40]=[CH:39][S:38][CH:37]=1)([CH3:30])([CH3:28])[CH3:29]. Given the reactants [CH3:1][O:2][C:3]1[CH:12]=[C:11]2[C:6]([CH:7]=[C:8]([C:14]([NH:16][C:17]3[CH:18]=[C:19]([CH:23]=[CH:24][C:25]=3[CH3:26])[C:20](O)=[O:21])=[O:15])[C:9](=[O:13])[NH:10]2)=[CH:5][N:4]=1.[C:27]([O:31][C:32](=[O:42])[NH:33][CH2:34][CH:35]([NH2:41])[C:36]1[CH:40]=[CH:39][S:38][CH:37]=1)([CH3:30])([CH3:29])[CH3:28], predict the reaction product. (4) Given the reactants [F:1][C:2]1[C:7]([F:8])=[CH:6][CH:5]=[CH:4][C:3]=1[C:9]1[N:17]=[C:12]2[CH:13]=[N:14][NH:15][CH:16]=[C:11]2[N:10]=1.[CH2:18]([O:25][C:26]1[CH:31]=[CH:30][C:29]([C:32]2[CH:36]=[C:35]([CH2:37]Cl)[O:34][N:33]=2)=[CH:28][CH:27]=1)[C:19]1[CH:24]=[CH:23][CH:22]=[CH:21][CH:20]=1, predict the reaction product. The product is: [CH2:18]([O:25][C:26]1[CH:31]=[CH:30][C:29]([C:32]2[CH:36]=[C:35]([CH2:37][N:14]3[CH:13]=[C:12]4[N:17]=[C:9]([C:3]5[CH:4]=[CH:5][CH:6]=[C:7]([F:8])[C:2]=5[F:1])[N:10]=[C:11]4[CH:16]=[N:15]3)[O:34][N:33]=2)=[CH:28][CH:27]=1)[C:19]1[CH:20]=[CH:21][CH:22]=[CH:23][CH:24]=1. (5) Given the reactants Cl.[CH3:2][O:3][C:4]1[CH:9]=[CH:8][C:7]([C@:10]23[CH2:15][C@H:14]2[CH2:13][NH:12][CH2:11]3)=[CH:6][CH:5]=1.C([C@H]1[O:20]C1)Cl, predict the reaction product. The product is: [OH:20][CH2:13][CH:14]1[CH2:15][C:10]1([C:7]1[CH:8]=[CH:9][C:4]([O:3][CH3:2])=[CH:5][CH:6]=1)[C:11]#[N:12]. (6) Given the reactants CO[C:3]([C:5]1[CH:14]=[CH:13][C:12]2[CH2:11][CH2:10][CH:9]([NH2:15])[CH2:8][C:7]=2[CH:6]=1)=[O:4].[Cl:16][C:17]1[CH:18]=[C:19]([S:23](Cl)(=[O:25])=[O:24])[CH:20]=[CH:21][CH:22]=1.[OH:27][NH2:28].[OH-].[K+], predict the reaction product. The product is: [OH:27][NH:28][C:3]([C:5]1[CH:14]=[CH:13][C:12]2[CH2:11][CH2:10][CH:9]([NH:15][S:23]([C:19]3[CH:20]=[CH:21][CH:22]=[C:17]([Cl:16])[CH:18]=3)(=[O:25])=[O:24])[CH2:8][C:7]=2[CH:6]=1)=[O:4]. (7) Given the reactants [NH:1](C(OCC1C=CC=CC=1)=O)[C@@H:2]([C:13]([NH:15][C@H:16]([C:29]([O:31][CH3:32])=[O:30])[CH2:17][CH2:18][CH2:19][CH2:20][NH:21][C:22]([O:24][C:25]([CH3:28])([CH3:27])[CH3:26])=[O:23])=[O:14])[CH2:3][C:4]1[C:12]2[C:7](=[CH:8][CH:9]=[CH:10][CH:11]=2)[NH:6][CH:5]=1, predict the reaction product. The product is: [NH2:1][C@@H:2]([C:13]([NH:15][C@H:16]([C:29]([O:31][CH3:32])=[O:30])[CH2:17][CH2:18][CH2:19][CH2:20][NH:21][C:22]([O:24][C:25]([CH3:26])([CH3:27])[CH3:28])=[O:23])=[O:14])[CH2:3][C:4]1[C:12]2[C:7](=[CH:8][CH:9]=[CH:10][CH:11]=2)[NH:6][CH:5]=1. (8) Given the reactants [CH3:1][O:2][C:3]1[CH:4]=[CH:5][CH:6]=[C:7]2[C:12]=1[N:11]=[CH:10][CH:9]=[C:8]2[C:13](OC)=[O:14].[BH4-].[Na+].CO, predict the reaction product. The product is: [CH3:1][O:2][C:3]1[CH:4]=[CH:5][CH:6]=[C:7]2[C:12]=1[N:11]=[CH:10][CH:9]=[C:8]2[CH2:13][OH:14]. (9) Given the reactants [Cl:1][C:2]1[CH:7]=[CH:6][C:5]([C:8]2[N:9]=[C:10]3[N:14]([C:15]=2[CH2:16][OH:17])[CH:13]=[C:12]([C:18]([O-:20])=O)[S:11]3)=[CH:4][CH:3]=1.[Na+].[CH2:22]([NH2:25])[CH2:23][CH3:24].CN(C(ON1N=NC2C=CC=CC1=2)=[N+](C)C)C.[B-](F)(F)(F)F.C(N(CC)CC)C, predict the reaction product. The product is: [Cl:1][C:2]1[CH:3]=[CH:4][C:5]([C:8]2[N:9]=[C:10]3[N:14]([C:15]=2[CH2:16][OH:17])[CH:13]=[C:12]([C:18]([NH:25][CH2:22][CH2:23][CH3:24])=[O:20])[S:11]3)=[CH:6][CH:7]=1. (10) Given the reactants [CH3:1][C:2]1[C:7]2[C:8]([O:10][C:11]3[C:12]([CH3:23])=[C:13]([O:21][CH3:22])[CH:14]=[C:15]([C:18]([OH:20])=[O:19])[C:16]=3[O:17][C:6]=2[C:5]([CH:24]=O)=[C:4]([OH:26])[CH:3]=1)=[O:9].[NH2:27][CH2:28][CH2:29][OH:30].[BH4-].[Na+].Cl, predict the reaction product. The product is: [OH:26][C:4]1[CH:3]=[C:2]([CH3:1])[C:7]2[C:8](=[O:9])[O:10][C:11]3[C:12]([CH3:23])=[C:13]([O:21][CH3:22])[CH:14]=[C:15]([C:18]([OH:20])=[O:19])[C:16]=3[O:17][C:6]=2[C:5]=1[CH2:24][NH:27][CH2:28][CH2:29][OH:30].